Dataset: Full USPTO retrosynthesis dataset with 1.9M reactions from patents (1976-2016). Task: Predict the reactants needed to synthesize the given product. Given the product [CH2:1]([O:3][C:4]([C:6]1[C:7]2[O:14][C:13]([C:15](=[O:19])[N:16]([CH3:18])[CH3:17])=[C:12]([NH:20][C:21]3[CH:26]=[CH:25][C:24]([I:32])=[CH:23][C:22]=3[F:31])[C:8]=2[CH:9]=[N:10][CH:11]=1)=[O:5])[CH3:2], predict the reactants needed to synthesize it. The reactants are: [CH2:1]([O:3][C:4]([C:6]1[C:7]2[O:14][C:13]([C:15](=[O:19])[N:16]([CH3:18])[CH3:17])=[C:12]([NH:20][C:21]3[CH:26]=[CH:25][C:24]([Si](C)(C)C)=[CH:23][C:22]=3[F:31])[C:8]=2[CH:9]=[N:10][CH:11]=1)=[O:5])[CH3:2].[I:32]Cl.S([O-])([O-])(=O)=S.[Na+].[Na+].